Task: Binary Classification. Given a drug SMILES string, predict its activity (active/inactive) in a high-throughput screening assay against a specified biological target.. Dataset: HIV replication inhibition screening data with 41,000+ compounds from the AIDS Antiviral Screen The molecule is c1ccc(CSCSCc2ccccc2)cc1. The result is 0 (inactive).